Predict the product of the given reaction. From a dataset of Forward reaction prediction with 1.9M reactions from USPTO patents (1976-2016). (1) Given the reactants [NH2:1][C:2]1[S:3][C:4]2[C:10]([C:11]#[N:12])=[C:9]([O:13][C:14]3[CH:15]=[CH:16][C:17]([F:34])=[C:18]([NH:20][C:21](=[O:33])[CH2:22][C:23]4[CH:28]=[CH:27][CH:26]=[C:25]([C:29]([F:32])([F:31])[F:30])[CH:24]=4)[CH:19]=3)[CH:8]=[CH:7][C:5]=2[N:6]=1.N1C=CC=CC=1.[CH:41]1([C:44](Cl)=[O:45])[CH2:43][CH2:42]1.O, predict the reaction product. The product is: [C:11]([C:10]1[C:4]2[S:3][C:2]([NH:1][C:44]([CH:41]3[CH2:43][CH2:42]3)=[O:45])=[N:6][C:5]=2[CH:7]=[CH:8][C:9]=1[O:13][C:14]1[CH:15]=[CH:16][C:17]([F:34])=[C:18]([NH:20][C:21](=[O:33])[CH2:22][C:23]2[CH:28]=[CH:27][CH:26]=[C:25]([C:29]([F:32])([F:30])[F:31])[CH:24]=2)[CH:19]=1)#[N:12]. (2) Given the reactants [Br:1][C:2]1[CH:10]=[C:9]2[C:5]([CH2:6][C:7]3([CH2:16][CH2:15][CH:14]([OH:17])[CH2:13][CH2:12]3)[C:8]2=[O:11])=[CH:4][CH:3]=1.[CH3:18][C:19]1C(N)=NC2(C3C(=CC=C(N)C=3)OCC2)N=1.C(I)C.CC([O-])(C)C.[K+], predict the reaction product. The product is: [Br:1][C:2]1[CH:10]=[C:9]2[C:5]([CH2:6][C:7]3([CH2:16][CH2:15][CH:14]([O:17][CH2:18][CH3:19])[CH2:13][CH2:12]3)[C:8]2=[O:11])=[CH:4][CH:3]=1. (3) The product is: [N+:1]([C:4]1[CH:5]=[CH:6][C:7]([C:8]([O:10][CH2:11][CH2:12][CH2:13][CH2:14][C@H:15]([OH:18])[CH2:16][O:17][C:27]([C:21]2[CH:26]=[CH:25][CH:24]=[CH:23][CH:22]=2)([C:35]2[CH:36]=[CH:37][CH:38]=[CH:39][CH:40]=2)[C:29]2[CH:30]=[CH:31][CH:32]=[CH:33][CH:34]=2)=[O:9])=[CH:19][CH:20]=1)([O-:3])=[O:2]. Given the reactants [N+:1]([C:4]1[CH:20]=[CH:19][C:7]([C:8]([O:10][CH2:11][CH2:12][CH2:13][CH2:14][C@H:15]([OH:18])[CH2:16][OH:17])=[O:9])=[CH:6][CH:5]=1)([O-:3])=[O:2].[C:21]1([C:27]([C:35]2[CH:40]=[CH:39][CH:38]=[CH:37][CH:36]=2)([C:29]2[CH:34]=[CH:33][CH:32]=[CH:31][CH:30]=2)Cl)[CH:26]=[CH:25][CH:24]=[CH:23][CH:22]=1.C(N(CC)CC)C.O, predict the reaction product. (4) The product is: [C:1]([O:5][C:6]([N:8]1[CH2:15][C@H:14]([OH:16])[C@@H:13]2[C@H:9]1[CH2:10][O:11][NH:12]2)=[O:7])([CH3:4])([CH3:2])[CH3:3]. Given the reactants [C:1]([O:5][C:6]([N:8]1[CH2:15][C@H:14]([OH:16])[C@@H:13]2[C@H:9]1[CH2:10][O:11][N:12]2C(OCC1C=CC=CC=1)=O)=[O:7])([CH3:4])([CH3:3])[CH3:2].[H][H], predict the reaction product. (5) Given the reactants CN(C(ON1N=NC2[CH:12]=[CH:13][CH:14]=[N:15]C1=2)=[N+](C)C)C.F[P-](F)(F)(F)(F)F.[Br:25][C:26]1[CH:27]=[C:28]([C:36]([OH:38])=O)[CH:29]=[C:30]2[C:35]=1[N:34]=[CH:33][CH:32]=[CH:31]2.C(N(C(C)C)CC)(C)C.C1(N)CC1, predict the reaction product. The product is: [Br:25][C:26]1[CH:27]=[C:28]([C:36]([NH:15][CH:14]2[CH2:12][CH2:13]2)=[O:38])[CH:29]=[C:30]2[C:35]=1[N:34]=[CH:33][CH:32]=[CH:31]2. (6) The product is: [C:20]1([C:18]([C:12]2[CH:13]=[CH:14][CH:15]=[CH:16][CH:17]=2)=[N:19][C:2]2[CH:3]=[CH:4][C:5]3[C:9]([CH:10]=2)=[N:8][N:7]([CH3:11])[CH:6]=3)[CH:21]=[CH:22][CH:23]=[CH:24][CH:25]=1. Given the reactants Br[C:2]1[CH:3]=[CH:4][C:5]2[C:9]([CH:10]=1)=[N:8][N:7]([CH3:11])[CH:6]=2.[C:12]1([C:18]([C:20]2[CH:25]=[CH:24][CH:23]=[CH:22][CH:21]=2)=[NH:19])[CH:17]=[CH:16][CH:15]=[CH:14][CH:13]=1.C(O[Na])(C)(C)C.C1C=CC(P(C2C(C3C(P(C4C=CC=CC=4)C4C=CC=CC=4)=CC=C4C=3C=CC=C4)=C3C(C=CC=C3)=CC=2)C2C=CC=CC=2)=CC=1, predict the reaction product. (7) Given the reactants [CH2:1]([O:3][C:4]([CH2:6][O:7][C:8]1[CH:23]=[CH:22][C:11]([O:12][C:13]2[CH:14]=[C:15]([CH:19]=[CH:20][CH:21]=2)[C:16](O)=[O:17])=[CH:10][C:9]=1[CH3:24])=[O:5])[CH3:2].C(Cl)(=O)C([Cl:28])=O, predict the reaction product. The product is: [CH2:1]([O:3][C:4](=[O:5])[CH2:6][O:7][C:8]1[CH:23]=[CH:22][C:11]([O:12][C:13]2[CH:21]=[CH:20][CH:19]=[C:15]([C:16]([Cl:28])=[O:17])[CH:14]=2)=[CH:10][C:9]=1[CH3:24])[CH3:2]. (8) Given the reactants [CH2:1]([O:3][CH:4]=[CH2:5])[CH3:2].[N+](=[CH:8][C:9]([O:11][CH2:12][CH3:13])=[O:10])=[N-], predict the reaction product. The product is: [CH2:1]([O:3][CH:4]1[CH2:5][CH:8]1[C:9]([O:11][CH2:12][CH3:13])=[O:10])[CH3:2]. (9) Given the reactants [CH2:1]([Mg]Br)[CH3:2].[O:5]1[CH2:9][CH2:8][O:7][CH:6]1[C:10]1[CH:15]=[C:14]([O:16][CH3:17])[N:13]=[CH:12][C:11]=1[O:18][CH2:19][C:20]1[C:21]([C:26]#N)=[N:22][CH:23]=[CH:24][CH:25]=1.C1C[O:31]CC1, predict the reaction product. The product is: [O:7]1[CH2:8][CH2:9][O:5][CH:6]1[C:10]1[CH:15]=[C:14]([O:16][CH3:17])[N:13]=[CH:12][C:11]=1[O:18][CH2:19][C:20]1[C:21]([C:26](=[O:31])[CH2:1][CH3:2])=[N:22][CH:23]=[CH:24][CH:25]=1.